Dataset: Forward reaction prediction with 1.9M reactions from USPTO patents (1976-2016). Task: Predict the product of the given reaction. (1) Given the reactants [ClH:1].[C:2]1([CH:8]2[CH2:13][CH2:12][N:11]([CH2:14][C@@H:15]3[CH2:20][CH2:19][CH2:18][CH2:17][C@H:16]3[NH:21]C(=O)OC(C)(C)C)[CH2:10][CH2:9]2)[CH:7]=[CH:6][CH:5]=[CH:4][CH:3]=1, predict the reaction product. The product is: [ClH:1].[C:2]1([CH:8]2[CH2:9][CH2:10][N:11]([CH2:14][C@@H:15]3[CH2:20][CH2:19][CH2:18][CH2:17][C@H:16]3[NH2:21])[CH2:12][CH2:13]2)[CH:3]=[CH:4][CH:5]=[CH:6][CH:7]=1. (2) Given the reactants [Cl:1][C:2]1[CH:3]=[N:4][CH:5]=[C:6]([Cl:37])[C:7]=1[CH2:8][C@@H:9]([O:20][C:21](=[O:36])[CH:22]([C:24]1[CH:33]=[CH:32][C:31]2[C:26](=[CH:27][CH:28]=[C:29]([O:34][CH3:35])[CH:30]=2)[CH:25]=1)[CH3:23])[C:10]1[CH:15]=[CH:14][C:13]([O:16][CH3:17])=[C:12]([O:18][CH3:19])[CH:11]=1.CO, predict the reaction product. The product is: [Cl:37][C:6]1[CH:5]=[N:4][CH:3]=[C:2]([Cl:1])[C:7]=1[CH2:8][C@H:9]([O:20][C:21](=[O:36])[C@@H:22]([C:24]1[CH:33]=[CH:32][C:31]2[C:26](=[CH:27][CH:28]=[C:29]([O:34][CH3:35])[CH:30]=2)[CH:25]=1)[CH3:23])[C:10]1[CH:15]=[CH:14][C:13]([O:16][CH3:17])=[C:12]([O:18][CH3:19])[CH:11]=1.